From a dataset of Full USPTO retrosynthesis dataset with 1.9M reactions from patents (1976-2016). Predict the reactants needed to synthesize the given product. (1) Given the product [CH2:24]([NH:17][CH2:16][CH:15]([C:18]1[CH:23]=[CH:22][CH:21]=[CH:20][CH:19]=1)[NH:14][C:8]1[C:7]2[C:12](=[C:3]([O:2][CH3:1])[CH:4]=[CH:5][CH:6]=2)[N:11]=[C:10]([CH3:13])[CH:9]=1)[C:25]1[CH:30]=[CH:29][CH:28]=[CH:27][CH:26]=1, predict the reactants needed to synthesize it. The reactants are: [CH3:1][O:2][C:3]1[CH:4]=[CH:5][CH:6]=[C:7]2[C:12]=1[N:11]=[C:10]([CH3:13])[CH:9]=[C:8]2[NH:14][CH:15]([C:18]1[CH:23]=[CH:22][CH:21]=[CH:20][CH:19]=1)[CH2:16][NH2:17].[CH:24](=O)[C:25]1[CH:30]=[CH:29][CH:28]=[CH:27][CH:26]=1.[BH4-].[Na+]. (2) Given the product [NH2:1][C:2]1[C:11]2[C:6](=[C:7]([C:27]3[CH:28]=[C:29]4[C:34](=[CH:35][CH:36]=3)[N:33]=[CH:32][CH:31]=[CH:30]4)[CH:8]=[CH:9][CH:10]=2)[N:5]=[N:4][C:3]=1[C:13]([NH:15][CH2:16][CH2:17][CH3:18])=[O:14], predict the reactants needed to synthesize it. The reactants are: [NH2:1][C:2]1[C:11]2[C:6](=[C:7](Br)[CH:8]=[CH:9][CH:10]=2)[N:5]=[N:4][C:3]=1[C:13]([NH:15][CH2:16][CH2:17][CH3:18])=[O:14].CC1(C)C(C)(C)OB([C:27]2[CH:28]=[C:29]3[C:34](=[CH:35][CH:36]=2)[N:33]=[CH:32][CH:31]=[CH:30]3)O1. (3) Given the product [N:21]1([CH:19]([CH3:20])[CH2:18][CH2:17][O:1][C:2]2[CH:7]=[CH:6][C:5]([C:8]3([C:14]#[N:15])[CH2:13][CH2:12][O:11][CH2:10][CH2:9]3)=[CH:4][CH:3]=2)[CH2:25][CH2:24][CH2:23][CH2:22]1, predict the reactants needed to synthesize it. The reactants are: [OH:1][C:2]1[CH:7]=[CH:6][C:5]([C:8]2([C:14]#[N:15])[CH2:13][CH2:12][O:11][CH2:10][CH2:9]2)=[CH:4][CH:3]=1.Cl[CH2:17][CH2:18][CH:19]([N:21]1[CH2:25][CH2:24][CH2:23][CH2:22]1)[CH3:20].C([O-])([O-])=O.[K+].[K+].